This data is from Catalyst prediction with 721,799 reactions and 888 catalyst types from USPTO. The task is: Predict which catalyst facilitates the given reaction. (1) Product: [O:19]([C@H:27]1[CH2:32][CH2:31][C@H:30]2[C@H:33]3[C@H:42]([CH2:43][CH2:44][C@:28]12[CH3:29])[C:41]1[CH:36]=[CH:37][C:38]([O:45][CH3:46])=[CH:39][C:10]=1[CH:7]([OH:9])[CH2:8]3)[Si:20]([C:23]([CH3:26])([CH3:25])[CH3:24])([CH3:21])[CH3:22]. Reactant: C([Li])CCC.C[C:7]([CH3:10])([O-:9])[CH3:8].[K+].C(NC(C)C)(C)C.[O:19]([C@H:27]1[CH2:32][CH2:31][C@H:30]2[C@H:33]3[C@H:42]([CH2:43][CH2:44][C@:28]12[CH3:29])[C:41]1C=[CH:39][C:38]([O:45][CH3:46])=[CH:37][C:36]=1CC3)[Si:20]([C:23]([CH3:26])([CH3:25])[CH3:24])([CH3:22])[CH3:21].B(OC)(OC)OC.OO.S([O-])([O-])(=O)=S.[Na+].[Na+]. The catalyst class is: 7. (2) Reactant: CI.[F:3][C:4]1[CH:5]=[C:6]([SH:11])[CH:7]=[C:8]([F:10])[CH:9]=1.[C:12](=O)([O-])[O-].[K+].[K+]. Product: [F:3][C:4]1[CH:5]=[C:6]([S:11][CH3:12])[CH:7]=[C:8]([F:10])[CH:9]=1. The catalyst class is: 23. (3) The catalyst class is: 2. Reactant: [CH3:1][S:2](Cl)(=[O:4])=[O:3].[C:6]1([CH3:23])[CH:11]=[CH:10][CH:9]=[CH:8][C:7]=1[C:12]1[C:13]2[CH:22]=[CH:21][CH:20]=[CH:19][C:14]=2[S:15][C:16]=1[CH2:17][OH:18].CCN(C(C)C)C(C)C. Product: [CH3:1][S:2]([O:18][CH2:17][C:16]1[S:15][C:14]2[CH:19]=[CH:20][CH:21]=[CH:22][C:13]=2[C:12]=1[C:7]1[CH:8]=[CH:9][CH:10]=[CH:11][C:6]=1[CH3:23])(=[O:4])=[O:3]. (4) Reactant: [Br:1][C:2]1[CH:3]=[C:4]([CH2:11][OH:12])[CH:5]=[C:6]([N+:8]([O-:10])=[O:9])[CH:7]=1.I[CH3:14].[H-].[Na+]. Product: [Br:1][C:2]1[CH:7]=[C:6]([N+:8]([O-:10])=[O:9])[CH:5]=[C:4]([CH2:11][O:12][CH3:14])[CH:3]=1. The catalyst class is: 3.